This data is from Forward reaction prediction with 1.9M reactions from USPTO patents (1976-2016). The task is: Predict the product of the given reaction. (1) Given the reactants Br[C:2]1[CH:7]=[CH:6][C:5]([S:8]([NH:11][CH2:12][CH2:13][N:14]2[CH2:18][CH2:17][CH2:16][CH2:15]2)(=[O:10])=[O:9])=[CH:4][CH:3]=1.[NH2:19][C:20]1[S:21][C:22]([CH:25]=[O:26])=[CH:23][N:24]=1.C([O-])([O-])=O.[Cs+].[Cs+].C1(P(C2C=CC=CC=2)C2C3OC4C(=CC=CC=4P(C4C=CC=CC=4)C4C=CC=CC=4)C(C)(C)C=3C=CC=2)C=CC=CC=1, predict the reaction product. The product is: [CH:25]([C:22]1[S:21][C:20]([NH:19][C:2]2[CH:7]=[CH:6][C:5]([S:8]([NH:11][CH2:12][CH2:13][N:14]3[CH2:18][CH2:17][CH2:16][CH2:15]3)(=[O:10])=[O:9])=[CH:4][CH:3]=2)=[N:24][CH:23]=1)=[O:26]. (2) Given the reactants Br[CH2:2][C:3]1[CH:20]=[CH:19][C:6]2/[C:7](=[CH:16]\[C:17]#[N:18])/[C:8]3[CH:15]=[CH:14][CH:13]=[CH:12][C:9]=3[O:10][CH2:11][C:5]=2[CH:4]=1.[CH3:21][C:22]1[C:30]2[NH:29][C:28]([CH2:31][CH2:32][CH3:33])=[N:27][C:26]=2[CH:25]=[CH:24][CH:23]=1, predict the reaction product. The product is: [CH3:21][C:22]1[C:30]2[N:29]=[C:28]([CH2:31][CH2:32][CH3:33])[N:27]([CH2:2][C:3]3[CH:20]=[CH:19][C:6]4/[C:7](=[CH:16]\[C:17]#[N:18])/[C:8]5[CH:15]=[CH:14][CH:13]=[CH:12][C:9]=5[O:10][CH2:11][C:5]=4[CH:4]=3)[C:26]=2[CH:25]=[CH:24][CH:23]=1.